From a dataset of Forward reaction prediction with 1.9M reactions from USPTO patents (1976-2016). Predict the product of the given reaction. Given the reactants [F:1][C:2]1[CH:7]=[C:6]([N+:8]([O-:10])=[O:9])[CH:5]=[CH:4][C:3]=1[CH2:11][C:12]([OH:14])=[O:13].C(OC(O[C:18]([CH3:21])([CH3:20])[CH3:19])=O)(O[C:18]([CH3:21])([CH3:20])[CH3:19])=O.C(=O)([O-])O.[Na+], predict the reaction product. The product is: [F:1][C:2]1[CH:7]=[C:6]([N+:8]([O-:10])=[O:9])[CH:5]=[CH:4][C:3]=1[CH2:11][C:12]([O:14][C:18]([CH3:21])([CH3:20])[CH3:19])=[O:13].